From a dataset of Full USPTO retrosynthesis dataset with 1.9M reactions from patents (1976-2016). Predict the reactants needed to synthesize the given product. (1) Given the product [C:19]([N:14]1[CH2:15][CH2:16][CH2:17][CH2:18][C@H:13]1[CH2:12][O:1][C:2]1[CH:9]=[CH:8][CH:7]=[C:6]([OH:10])[C:3]=1[CH:4]=[O:5])(=[O:20])[C:21]1[CH:26]=[CH:25][CH:24]=[CH:23][CH:22]=1, predict the reactants needed to synthesize it. The reactants are: [OH:1][C:2]1[CH:9]=[CH:8][CH:7]=[C:6]([OH:10])[C:3]=1[CH:4]=[O:5].O[CH2:12][C@@H:13]1[CH2:18][CH2:17][CH2:16][CH2:15][N:14]1[C:19]([C:21]1[CH:26]=[CH:25][CH:24]=[CH:23][CH:22]=1)=[O:20].C1C=CC(P(C2C=CC=CC=2)C2C=CC=CC=2)=CC=1.CC(OC(/N=N/C(OC(C)C)=O)=O)C. (2) The reactants are: [CH:1]1([C:4]2[CH:5]=[C:6]([C@@H:16]([CH2:33][CH:34]3[CH2:39][CH2:38][O:37][CH2:36][CH2:35]3)[C:17]([NH:19][C:20]3[CH:25]=[N:24][C:23]([CH:26]4[CH2:30][O:29]C(C)(C)[O:27]4)=[CH:22][N:21]=3)=[O:18])[CH:7]=[CH:8][C:9]=2[S:10]([CH:13]2[CH2:15][CH2:14]2)(=[O:12])=[O:11])[CH2:3][CH2:2]1.Cl. Given the product [CH:1]1([C:4]2[CH:5]=[C:6]([C@@H:16]([CH2:33][CH:34]3[CH2:39][CH2:38][O:37][CH2:36][CH2:35]3)[C:17]([NH:19][C:20]3[CH:25]=[N:24][C:23]([CH:26]([OH:27])[CH2:30][OH:29])=[CH:22][N:21]=3)=[O:18])[CH:7]=[CH:8][C:9]=2[S:10]([CH:13]2[CH2:14][CH2:15]2)(=[O:12])=[O:11])[CH2:3][CH2:2]1, predict the reactants needed to synthesize it.